From a dataset of Forward reaction prediction with 1.9M reactions from USPTO patents (1976-2016). Predict the product of the given reaction. (1) Given the reactants [C:1]([O:5][C:6]([N:8]1[CH2:13][CH2:12][CH:11]([NH:14][C:15]2[CH:16]=[CH:17][C:18]([NH:21][C:22]3[S:23][CH:24]=[C:25]([S:27][C:28]4[CH:33]=[CH:32][N:31]=[C:30]([C:34]([O:36]C)=[O:35])[CH:29]=4)[N:26]=3)=[N:19][CH:20]=2)[CH2:10][CH2:9]1)=[O:7])([CH3:4])([CH3:3])[CH3:2].[OH-].[Na+].[Cl-].[NH4+], predict the reaction product. The product is: [C:1]([O:5][C:6]([N:8]1[CH2:9][CH2:10][CH:11]([NH:14][C:15]2[CH:16]=[CH:17][C:18]([NH:21][C:22]3[S:23][CH:24]=[C:25]([S:27][C:28]4[CH:33]=[CH:32][N:31]=[C:30]([C:34]([OH:36])=[O:35])[CH:29]=4)[N:26]=3)=[N:19][CH:20]=2)[CH2:12][CH2:13]1)=[O:7])([CH3:4])([CH3:2])[CH3:3]. (2) Given the reactants [OH:1][C:2]1[C:3]([C:8]([OH:10])=O)=[N:4][CH:5]=[CH:6][CH:7]=1.[NH2:11][C:12]1[CH:13]=[C:14]([C:18]2[N:23]=[C:22]([NH2:24])[N:21]=[C:20]([NH:25][CH3:26])[CH:19]=2)[CH:15]=[CH:16][CH:17]=1.OC1C2N=NNC=2C=CC=1.C1(N=C=NC2CCCCC2)CCCCC1, predict the reaction product. The product is: [NH2:24][C:22]1[N:23]=[C:18]([C:14]2[CH:13]=[C:12]([NH:11][C:8]([C:3]3[C:2]([OH:1])=[CH:7][CH:6]=[CH:5][N:4]=3)=[O:10])[CH:17]=[CH:16][CH:15]=2)[CH:19]=[C:20]([NH:25][CH3:26])[N:21]=1.